This data is from Full USPTO retrosynthesis dataset with 1.9M reactions from patents (1976-2016). The task is: Predict the reactants needed to synthesize the given product. Given the product [C:8]([C:12]1[CH:13]=[C:14]([NH:30][S:31]([CH3:34])(=[O:33])=[O:32])[C:15]([O:28][CH3:29])=[C:16]([NH:18][C:19](=[O:27])[NH:35][C:36]2[C:45]3[C:40](=[CH:41][CH:42]=[CH:43][CH:44]=3)[C:39]([O:46][C:47]3[CH:52]=[CH:51][N:50]=[C:49]([NH:53][C:54]4[CH:55]=[C:56]([CH:68]=[C:69]([O:71][CH3:72])[CH:70]=4)[C:57]([NH:59][CH2:60][CH2:61][N:62]4[CH2:67][CH2:66][O:65][CH2:64][CH2:63]4)=[O:58])[CH:48]=3)=[CH:38][CH:37]=2)[CH:17]=1)([CH3:9])([CH3:11])[CH3:10], predict the reactants needed to synthesize it. The reactants are: C(N(CC)CC)C.[C:8]([C:12]1[CH:13]=[C:14]([NH:30][S:31]([CH3:34])(=[O:33])=[O:32])[C:15]([O:28][CH3:29])=[C:16]([NH:18][C:19](=[O:27])OC2C=CC=CC=2)[CH:17]=1)([CH3:11])([CH3:10])[CH3:9].[NH2:35][C:36]1[C:45]2[C:40](=[CH:41][CH:42]=[CH:43][CH:44]=2)[C:39]([O:46][C:47]2[CH:52]=[CH:51][N:50]=[C:49]([NH:53][C:54]3[CH:55]=[C:56]([CH:68]=[C:69]([O:71][CH3:72])[CH:70]=3)[C:57]([NH:59][CH2:60][CH2:61][N:62]3[CH2:67][CH2:66][O:65][CH2:64][CH2:63]3)=[O:58])[CH:48]=2)=[CH:38][CH:37]=1.